The task is: Predict the product of the given reaction.. This data is from Forward reaction prediction with 1.9M reactions from USPTO patents (1976-2016). Given the reactants [C:1]([O:5][C:6](=[O:39])[NH:7][C:8]1[C:13]2[C:14]([O:36][CH3:37])=[N:15][N:16]([C:17]([C:30]3[CH:35]=[CH:34][CH:33]=[CH:32][CH:31]=3)([C:24]3[CH:29]=[CH:28][CH:27]=[CH:26][CH:25]=3)[C:18]3[CH:23]=[CH:22][CH:21]=[CH:20][CH:19]=3)[C:12]=2[CH:11]=[C:10]([Cl:38])[N:9]=1)([CH3:4])([CH3:3])[CH3:2].[C:40]([O-])([O-])=O.[Cs+].[Cs+].IC.[NH4+].[Cl-], predict the reaction product. The product is: [C:1]([O:5][C:6](=[O:39])[N:7]([C:8]1[C:13]2[C:14]([O:36][CH3:37])=[N:15][N:16]([C:17]([C:30]3[CH:31]=[CH:32][CH:33]=[CH:34][CH:35]=3)([C:18]3[CH:23]=[CH:22][CH:21]=[CH:20][CH:19]=3)[C:24]3[CH:25]=[CH:26][CH:27]=[CH:28][CH:29]=3)[C:12]=2[CH:11]=[C:10]([Cl:38])[N:9]=1)[CH3:40])([CH3:4])([CH3:2])[CH3:3].